This data is from Reaction yield outcomes from USPTO patents with 853,638 reactions. The task is: Predict the reaction yield, written as a fraction of the theoretical maximum amount of product (1.0 means a 100% yield; for example, 0.34 means a 34% yield). (1) The reactants are [F:1][C:2]1[CH:27]=[C:26]([F:28])[CH:25]=[CH:24][C:3]=1[CH2:4][O:5][C:6]1[CH:11]=[C:10]([CH3:12])[N:9]([C:13]2[CH:14]=[C:15]([CH:20]=[CH:21][CH:22]=2)[C:16]([O:18][CH3:19])=[O:17])[C:8](=[O:23])[CH:7]=1.[Br:29]N1C(=O)CCC1=O. The catalyst is C(#N)C. The product is [Br:29][C:7]1[C:8](=[O:23])[N:9]([C:13]2[CH:14]=[C:15]([CH:20]=[CH:21][CH:22]=2)[C:16]([O:18][CH3:19])=[O:17])[C:10]([CH3:12])=[CH:11][C:6]=1[O:5][CH2:4][C:3]1[CH:24]=[CH:25][C:26]([F:28])=[CH:27][C:2]=1[F:1]. The yield is 0.920. (2) The reactants are IC.[CH3:3][O:4][C:5]1[CH:6]=[C:7]2[C@H:24]3[C@H:15]([O:16][C:17]4[C:18]5[CH:30]=[CH:29][C:28]([CH3:32])([CH3:31])[O:27][C:19]=5[CH:20]=[CH:21][C:22]=4[C:23]3=[N:25][OH:26])[CH2:14][O:13][C:8]2=[CH:9][C:10]=1[O:11][CH3:12].[CH3:33]C([O-])(C)C.[K+].[NH4+].[Cl-]. The catalyst is C1COCC1. The product is [CH3:33][O:26][N:25]=[C:23]1[C:22]2[CH:21]=[CH:20][C:19]3[O:27][C:28]([CH3:32])([CH3:31])[CH:29]=[CH:30][C:18]=3[C:17]=2[O:16][C@@H:15]2[CH2:14][O:13][C:8]3[C:7]([C@H:24]12)=[CH:6][C:5]([O:4][CH3:3])=[C:10]([O:11][CH3:12])[CH:9]=3. The yield is 0.570. (3) The reactants are [C:1]([O:5][C:6](=[O:22])[NH:7][CH2:8][CH2:9][O:10][N:11]1C(=O)C2C(=CC=CC=2)C1=O)([CH3:4])([CH3:3])[CH3:2].CNN. The catalyst is C(Cl)Cl. The product is [C:1]([O:5][C:6](=[O:22])[NH:7][CH2:8][CH2:9][O:10][NH2:11])([CH3:4])([CH3:2])[CH3:3]. The yield is 1.02. (4) The reactants are [CH:1]([C:3]1[S:4][CH:5]=[CH:6][C:7]=1B(O)O)=[O:2].Br[C:12]1[CH:17]=[CH:16][CH:15]=[CH:14][CH:13]=1.C([O-])([O-])=O.[Na+].[Na+]. The catalyst is C(O)C.C1C=CC=CC=1.C1C=CC([P]([Pd]([P](C2C=CC=CC=2)(C2C=CC=CC=2)C2C=CC=CC=2)([P](C2C=CC=CC=2)(C2C=CC=CC=2)C2C=CC=CC=2)[P](C2C=CC=CC=2)(C2C=CC=CC=2)C2C=CC=CC=2)(C2C=CC=CC=2)C2C=CC=CC=2)=CC=1. The product is [C:12]1([C:7]2[CH:6]=[CH:5][S:4][C:3]=2[CH:1]=[O:2])[CH:17]=[CH:16][CH:15]=[CH:14][CH:13]=1. The yield is 0.530. (5) The reactants are [Cl:1][C:2]1[C:7]([N:8]2[CH2:13][CH2:12][NH:11][CH2:10][CH2:9]2)=[N:6][CH:5]=[CH:4][N:3]=1.[Cl:14]N1C(=O)CCC1=O. The catalyst is C(Cl)(Cl)Cl. The product is [Cl:1][C:2]1[C:7]([N:8]2[CH2:9][CH2:10][NH:11][CH2:12][CH2:13]2)=[N:6][CH:5]=[C:4]([Cl:14])[N:3]=1. The yield is 0.450. (6) The reactants are [NH2:1][C@H:2]1[C:11]2[C:6](=[CH:7][CH:8]=[C:9]([N:12]3[CH2:17][CH2:16][O:15][CH2:14][CH2:13]3)[N:10]=2)[N:5]([C:18](=[O:20])[CH3:19])[C@@H:4]([CH:21]2[CH2:23][CH2:22]2)[C@@H:3]1[CH3:24].CC(C)([O-])C.[Na+].CN([C:34]1[C:39]([C:34]2[C:39](P(C3CCCCC3)C3CCCCC3)=[CH:38][CH:37]=[CH:36][CH:35]=2)=[CH:38][CH:37]=[CH:36][CH:35]=1)C.BrC1C=CC=CC=1. The catalyst is O1CCOCC1.C1C=CC(/C=C/C(/C=C/C2C=CC=CC=2)=O)=CC=1.C1C=CC(/C=C/C(/C=C/C2C=CC=CC=2)=O)=CC=1.C1C=CC(/C=C/C(/C=C/C2C=CC=CC=2)=O)=CC=1.[Pd].[Pd]. The product is [CH:21]1([C@H:4]2[C@H:3]([CH3:24])[C@@H:2]([NH:1][C:34]3[CH:39]=[CH:38][CH:37]=[CH:36][CH:35]=3)[C:11]3[C:6](=[CH:7][CH:8]=[C:9]([N:12]4[CH2:13][CH2:14][O:15][CH2:16][CH2:17]4)[N:10]=3)[N:5]2[C:18](=[O:20])[CH3:19])[CH2:23][CH2:22]1. The yield is 0.250.